Dataset: Full USPTO retrosynthesis dataset with 1.9M reactions from patents (1976-2016). Task: Predict the reactants needed to synthesize the given product. (1) Given the product [Cl:20][C:16]1[CH:15]=[C:14]([S:11]([NH:10][C:9]2[CH:8]=[C:7]([CH3:21])[N:6]=[C:5]3[S:22][C:2]([C:35]4[CH:34]=[CH:33][NH:32][N:31]=4)=[C:3]([C:23]4[CH:28]=[CH:27][CH:26]=[C:25]([O:29][CH3:30])[CH:24]=4)[C:4]=23)(=[O:13])=[O:12])[CH:19]=[CH:18][CH:17]=1, predict the reactants needed to synthesize it. The reactants are: Br[C:2]1[S:22][C:5]2=[N:6][C:7]([CH3:21])=[CH:8][C:9]([NH:10][S:11]([C:14]3[CH:19]=[CH:18][CH:17]=[C:16]([Cl:20])[CH:15]=3)(=[O:13])=[O:12])=[C:4]2[C:3]=1[C:23]1[CH:28]=[CH:27][CH:26]=[C:25]([O:29][CH3:30])[CH:24]=1.[NH:31]1[CH:35]=[CH:34][C:33](B(O)O)=[N:32]1.C(=O)([O-])[O-].[K+].[K+].O. (2) Given the product [Cl:1][C:2]1[CH:3]=[C:4]2[C:8](=[CH:9][CH:10]=1)[N:7]([CH3:11])[C:6]([CH:12]([NH:19][C:20]1[CH:21]=[CH:22][C:23]([C:24]([OH:26])=[O:25])=[CH:28][CH:29]=1)[CH2:13][CH2:14][CH2:15][CH2:16][CH2:17][CH3:18])=[CH:5]2, predict the reactants needed to synthesize it. The reactants are: [Cl:1][C:2]1[CH:3]=[C:4]2[C:8](=[CH:9][CH:10]=1)[N:7]([CH3:11])[C:6]([CH:12]([NH:19][C:20]1[CH:29]=[CH:28][C:23]([C:24]([O:26]C)=[O:25])=[CH:22][CH:21]=1)[CH2:13][CH2:14][CH2:15][CH2:16][CH2:17][CH3:18])=[CH:5]2.O1CCCC1.[OH-].[Na+]. (3) The reactants are: Cl[C:2]1[N:7]=[C:6](Cl)[C:5]([F:9])=[CH:4][N:3]=1.[C:10]([C:12]1[CH:13]=[C:14]([CH:16]=[CH:17][C:18]=1[OH:19])[NH2:15])#[N:11]. Given the product [OH:19][C:18]1[CH:17]=[CH:16][C:14]([NH:15][C:2]2[N:7]=[C:6]([NH:15][C:14]3[CH:16]=[CH:17][C:18]([OH:19])=[C:12]([C:10]#[N:11])[CH:13]=3)[C:5]([F:9])=[CH:4][N:3]=2)=[CH:13][C:12]=1[C:10]#[N:11], predict the reactants needed to synthesize it. (4) Given the product [Br:18][C:19]1[CH:32]=[C:31]2[C:22]([O:23][CH:24]3[CH:29]([C:30]2([CH2:14][C:13]([O:16][CH3:17])=[O:15])[NH:33][S:34]([C:36]([CH3:37])([CH3:38])[CH3:39])=[O:35])[CH2:28][CH2:27][C:26]2([O:43][CH2:42][CH2:41][O:40]2)[CH2:25]3)=[CH:21][CH:20]=1, predict the reactants needed to synthesize it. The reactants are: C(NC(C)C)(C)C.C([Li])CCC.[C:13]([O:16][CH3:17])(=[O:15])[CH3:14].[Br:18][C:19]1[CH:32]=[C:31]2[C:22]([O:23][C@H:24]3[C@H:29]([C:30]2=[N:33][S:34]([C:36]([CH3:39])([CH3:38])[CH3:37])=[O:35])[CH2:28][CH2:27][C:26]2([O:43][CH2:42][CH2:41][O:40]2)[CH2:25]3)=[CH:21][CH:20]=1. (5) Given the product [Br:11][C:12]1[CH:17]=[CH:16][C:15]([C:5]2[CH:6]=[CH:7][C:2]([Cl:1])=[CH:3][CH:4]=2)=[CH:14][CH:13]=1, predict the reactants needed to synthesize it. The reactants are: [Cl:1][C:2]1[CH:7]=[CH:6][C:5](B(O)O)=[CH:4][CH:3]=1.[Br:11][C:12]1[CH:17]=[CH:16][C:15](Br)=[CH:14][CH:13]=1.C(=O)(O)[O-].[Na+]. (6) The reactants are: [NH2:1][C:2]1[CH:7]=[CH:6][C:5]([N:8]2[CH2:13][CH2:12][CH2:11][N:10]([CH2:14][CH2:15][O:16][Si:17]([C:30]([CH3:33])([CH3:32])[CH3:31])([C:24]3[CH:29]=[CH:28][CH:27]=[CH:26][CH:25]=3)[C:18]3[CH:23]=[CH:22][CH:21]=[CH:20][CH:19]=3)[C:9]2=[O:34])=[CH:4][C:3]=1[F:35].[Cl:36][C:37]1[S:41][C:40]([C:42]([NH:44][CH2:45][C@H:46]2[CH2:48][O:47]2)=[O:43])=[CH:39][CH:38]=1. Given the product [Si:17]([O:16][CH2:15][CH2:14][N:10]1[CH2:11][CH2:12][CH2:13][N:8]([C:5]2[CH:6]=[CH:7][C:2]([NH:1][CH2:48][C@@H:46]([OH:47])[CH2:45][NH:44][C:42]([C:40]3[S:41][C:37]([Cl:36])=[CH:38][CH:39]=3)=[O:43])=[C:3]([F:35])[CH:4]=2)[C:9]1=[O:34])([C:30]([CH3:32])([CH3:31])[CH3:33])([C:24]1[CH:25]=[CH:26][CH:27]=[CH:28][CH:29]=1)[C:18]1[CH:23]=[CH:22][CH:21]=[CH:20][CH:19]=1, predict the reactants needed to synthesize it. (7) Given the product [NH2:47][C:33]1[S:34][CH2:35][C@@H:36]2[CH2:37][C@H:38]([C:41]3[CH:42]=[N:43][N:44]([CH3:46])[CH:45]=3)[O:39][CH2:40][C@:31]2([C:29]2[CH:30]=[C:25]([CH:26]=[CH:27][C:28]=2[F:56])[C:23]#[N:24])[N:32]=1, predict the reactants needed to synthesize it. The reactants are: N1(C2CCCCCCCCCC2)CCCN=CCCCCC1.[C:23]([C:25]1[CH:26]=[CH:27][C:28]([F:56])=[C:29]([C@:31]23[CH2:40][O:39][C@@H:38]([C:41]4[CH:42]=[N:43][N:44]([CH3:46])[CH:45]=4)[CH2:37][C@H:36]2[CH2:35][S:34][C:33]([NH:47]C(=O)C2C=CC=CC=2)=[N:32]3)[CH:30]=1)#[N:24].